From a dataset of Full USPTO retrosynthesis dataset with 1.9M reactions from patents (1976-2016). Predict the reactants needed to synthesize the given product. (1) Given the product [Cl:1][C:2]1[CH:12]=[C:11]([NH:13][C@H:14]2[CH2:18][CH2:17][CH:16]([F:26])[CH2:15]2)[C:5]([C:6]([O:8][CH2:9][CH3:10])=[O:7])=[CH:4][N:3]=1, predict the reactants needed to synthesize it. The reactants are: [Cl:1][C:2]1[CH:12]=[C:11]([NH:13][CH:14]2[CH2:18][CH2:17][CH:16](O)[CH2:15]2)[C:5]([C:6]([O:8][CH2:9][CH3:10])=[O:7])=[CH:4][N:3]=1.CCN(S(F)(F)[F:26])CC.ClC1C=C(N[C@@H]2CCCC2F)C(C(OCC)=O)=CN=1.C(N1CCC(NC(=O)C2C(NC(C)C)=CC(NC3C=CC(C#N)=CN=3)=NC=2)CC1)(=O)C. (2) The reactants are: [NH2:1][C:2]1[N:7]=[C:6]([C:8]2[N:12]([CH:13]([CH3:15])[CH3:14])[C:11]([CH3:16])=[N:10][CH:9]=2)[C:5]([F:17])=[CH:4][N:3]=1.Br[C:19]1[CH:20]=[CH:21][C:22]([C:25]([O:27][CH2:28][CH3:29])=[O:26])=[N:23][CH:24]=1.CC1(C)C2C(=C(P(C3C=CC=CC=3)C3C=CC=CC=3)C=CC=2)OC2C(P(C3C=CC=CC=3)C3C=CC=CC=3)=CC=CC1=2.C(=O)([O-])[O-].[Cs+].[Cs+]. Given the product [F:17][C:5]1[C:6]([C:8]2[N:12]([CH:13]([CH3:14])[CH3:15])[C:11]([CH3:16])=[N:10][CH:9]=2)=[N:7][C:2]([NH:1][C:19]2[CH:20]=[CH:21][C:22]([C:25]([O:27][CH2:28][CH3:29])=[O:26])=[N:23][CH:24]=2)=[N:3][CH:4]=1, predict the reactants needed to synthesize it. (3) Given the product [I:1][C:2]1[CH:3]=[N:4][N:5]([CH2:10][O:11][CH2:12][CH2:13][Si:14]([CH3:17])([CH3:16])[CH3:15])[CH:6]=1, predict the reactants needed to synthesize it. The reactants are: [I:1][C:2]1[CH:3]=[N:4][NH:5][CH:6]=1.[H-].[Na+].Cl[CH2:10][O:11][CH2:12][CH2:13][Si:14]([CH3:17])([CH3:16])[CH3:15]. (4) Given the product [Br:20][C:18]1[CH:17]=[C:11]([CH:10]=[C:9]([NH:8][C:5](=[O:6])[CH2:4][CH2:3][CH2:2][Cl:1])[CH:19]=1)[C:12]([O:14][CH2:15][CH3:16])=[O:13], predict the reactants needed to synthesize it. The reactants are: [Cl:1][CH2:2][CH2:3][CH2:4][C:5](Cl)=[O:6].[NH2:8][C:9]1[CH:10]=[C:11]([CH:17]=[C:18]([Br:20])[CH:19]=1)[C:12]([O:14][CH2:15][CH3:16])=[O:13].C(N(CC)CC)C. (5) Given the product [F:21][C:9]1[CH:8]=[C:4]([C:5]([N:46]2[CH2:47][CH2:48][N:43]([CH2:41][CH3:42])[CH2:44][CH2:45]2)=[O:7])[CH:3]=[C:2]([F:1])[C:10]=1[NH:11][CH2:12][C:13]1[CH:18]=[CH:17][C:16]([O:19][CH3:20])=[CH:15][CH:14]=1, predict the reactants needed to synthesize it. The reactants are: [F:1][C:2]1[CH:3]=[C:4]([CH:8]=[C:9]([F:21])[C:10]=1[NH:11][CH2:12][C:13]1[CH:18]=[CH:17][C:16]([O:19][CH3:20])=[CH:15][CH:14]=1)[C:5]([OH:7])=O.C(N(C(C)C)C(C)C)C.C1C=CC2N(O)N=NC=2C=1.[CH2:41]([N:43]1[CH2:48][CH2:47][NH:46][CH2:45][CH2:44]1)[CH3:42]. (6) Given the product [CH3:16][N:17]([CH:19]=[CH:13][C:5]1[CH:6]=[CH:7][CH:8]=[CH:9][CH:4]=1)[CH3:18], predict the reactants needed to synthesize it. The reactants are: [N+]([C:4]1[CH:9]=[CH:8][CH:7]=[C:6]([N+]([O-])=O)[C:5]=1[CH3:13])([O-])=O.CO[CH:16](OC)[N:17]([CH3:19])[CH3:18]. (7) Given the product [Cl:59][C:60]1[CH:68]=[CH:67][CH:66]=[CH:65][C:61]=1[C:62]([NH:23][NH:22][C:19]1[CH:20]=[CH:21][C:16]([C:15]2[N:14]3[C:10]([O:11][CH:12]=[CH:13]3)=[N:9][C:8]=2[C:5]2[CH:6]=[CH:7][C:2]([F:1])=[CH:3][CH:4]=2)=[CH:17][N:18]=1)=[O:63], predict the reactants needed to synthesize it. The reactants are: [F:1][C:2]1[CH:7]=[CH:6][C:5]([C:8]2[N:9]=[C:10]3[N:14]([C:15]=2[C:16]2[CH:17]=[N:18][C:19]([NH:22][NH2:23])=[CH:20][CH:21]=2)[CH:13]=[CH:12][O:11]3)=[CH:4][CH:3]=1.FC1C=CC(C2N=C3N(C=2)C=CO3)=CC=1.C1C(=O)N(I)C(=O)C1.FC1N=CC(B(O)O)=CC=1.NN.[Cl:59][C:60]1[CH:68]=[CH:67][CH:66]=[CH:65][C:61]=1[C:62](Cl)=[O:63]. (8) Given the product [Br:19][C:17]1[CH:16]=[CH:15][C:14]([O:20][CH2:21][C:22]([CH2:26][CH3:27])([CH3:25])[CH2:23][CH3:24])=[C:13]([CH:18]=1)[CH2:12][N:8]1[C:9]([CH3:11])=[CH:10][C:6]([C:4]([OH:5])=[O:3])=[N:7]1, predict the reactants needed to synthesize it. The reactants are: C([O:3][C:4]([C:6]1[CH:10]=[C:9]([CH3:11])[N:8]([CH2:12][C:13]2[CH:18]=[C:17]([Br:19])[CH:16]=[CH:15][C:14]=2[O:20][CH2:21][C:22]([CH2:26][CH3:27])([CH3:25])[CH2:23][CH3:24])[N:7]=1)=[O:5])C.[Li+].[OH-]. (9) Given the product [Cl:2][C:3]1[CH:4]=[CH:5][C:6](/[C:9](/[C:28]2[NH:29][C:30](=[O:39])[C:31]([C:34]3[CH:38]=[N:37][NH:36][CH:35]=3)=[CH:32][CH:33]=2)=[CH:10]\[C@H:11]2[CH2:12][CH2:13][C:14](=[O:27])[N:15]2[CH2:16][C:17]2[CH:22]=[CH:21][C:20]([O:23][CH3:24])=[CH:19][C:18]=2[O:25][CH3:26])=[CH:7][CH:8]=1, predict the reactants needed to synthesize it. The reactants are: Br.[Cl:2][C:3]1[CH:8]=[CH:7][C:6](/[C:9](/[C:28]2[CH:33]=[CH:32][C:31]([C:34]3[CH:35]=[N:36][NH:37][CH:38]=3)=[C:30]([O:39]C)[N:29]=2)=[CH:10]\[C@@H:11]2[N:15]([CH2:16][C:17]3[CH:22]=[CH:21][C:20]([O:23][CH3:24])=[CH:19][C:18]=3[O:25][CH3:26])[C:14](=[O:27])[CH2:13][CH2:12]2)=[CH:5][CH:4]=1.O.